From a dataset of Catalyst prediction with 721,799 reactions and 888 catalyst types from USPTO. Predict which catalyst facilitates the given reaction. (1) Reactant: [C:1]1([C:14]2[CH:19]=[CH:18][CH:17]=[CH:16][CH:15]=2)[CH:6]=[CH:5][C:4]([C:7]([NH:9][CH2:10][C:11]([OH:13])=O)=[O:8])=[CH:3][CH:2]=1.CCN(C(C)C)C(C)C.C1C=CC2N(O)N=NC=2C=1.CCN=C=NCCCN(C)C.Cl.[F:51][C:52]([F:67])([F:66])[C:53]1[CH:65]=[CH:64][CH:63]=[CH:62][C:54]=1[O:55][CH:56]1[CH2:61][CH2:60][NH:59][CH2:58][CH2:57]1. Product: [O:13]=[C:11]([N:59]1[CH2:58][CH2:57][CH:56]([O:55][C:54]2[CH:62]=[CH:63][CH:64]=[CH:65][C:53]=2[C:52]([F:51])([F:66])[F:67])[CH2:61][CH2:60]1)[CH2:10][NH:9][C:7]([C:4]1[CH:3]=[CH:2][C:1]([C:14]2[CH:19]=[CH:18][CH:17]=[CH:16][CH:15]=2)=[CH:6][CH:5]=1)=[O:8]. The catalyst class is: 18. (2) Reactant: [CH3:1][C:2]1([CH3:17])[C:10]2[C:5](=[CH:6][C:7]([N:11]3[CH2:16][CH2:15][O:14][CH2:13][CH2:12]3)=[CH:8][CH:9]=2)[NH:4][CH2:3]1.Cl[C:19]1[C:28]2[C:23](=[C:24]([CH3:29])[CH:25]=[CH:26][CH:27]=2)[N:22]=[C:21]([CH3:30])[C:20]=1[CH3:31].C(=O)([O-])[O-].[Cs+].[Cs+].C1C=CC(P(C2C(C3C(P(C4C=CC=CC=4)C4C=CC=CC=4)=CC=C4C=3C=CC=C4)=C3C(C=CC=C3)=CC=2)C2C=CC=CC=2)=CC=1. Product: [CH3:1][C:2]1([CH3:17])[C:10]2[C:5](=[CH:6][C:7]([N:11]3[CH2:16][CH2:15][O:14][CH2:13][CH2:12]3)=[CH:8][CH:9]=2)[N:4]([C:19]2[C:28]3[C:23](=[C:24]([CH3:29])[CH:25]=[CH:26][CH:27]=3)[N:22]=[C:21]([CH3:30])[C:20]=2[CH3:31])[CH2:3]1. The catalyst class is: 62. (3) Reactant: [C:1]([O:5][C:6]([N:8]1[CH2:12][CH2:11][CH2:10][C@H:9]1[CH2:13][NH:14][C:15]1[C:16]([O:22][C:23]2[CH:28]=[CH:27][C:26]([O:29][CH3:30])=[CH:25][CH:24]=2)=[N:17][C:18](Cl)=[N:19][CH:20]=1)=[O:7])([CH3:4])([CH3:3])[CH3:2].[F:31][C:32]1[CH:33]=[C:34]([NH2:38])[CH:35]=[CH:36][CH:37]=1.C([O-])([O-])=O.[K+].[K+].CC1(C)C2C=CC=C(P(C3C=CC=CC=3)C3C=CC=CC=3)C=2OC2C1=CC=CC=2P(C1C=CC=CC=1)C1C=CC=CC=1. Product: [C:1]([O:5][C:6]([N:8]1[CH2:12][CH2:11][CH2:10][C@H:9]1[CH2:13][NH:14][C:15]1[C:16]([O:22][C:23]2[CH:28]=[CH:27][C:26]([O:29][CH3:30])=[CH:25][CH:24]=2)=[N:17][C:18]([NH:38][C:34]2[CH:35]=[CH:36][CH:37]=[C:32]([F:31])[CH:33]=2)=[N:19][CH:20]=1)=[O:7])([CH3:4])([CH3:3])[CH3:2]. The catalyst class is: 110. (4) Reactant: [F:1][C:2]1([F:30])[CH2:7][CH2:6][N:5]([CH2:8][C:9]2[CH:18]=[C:17]3[C:19](=[O:29])[N:20]([C:22]4[CH:27]=[CH:26][CH:25]=[C:24]([OH:28])[CH:23]=4)[CH2:21][C:16]3=[C:15]3[C:10]=2[CH:11]=[CH:12][CH:13]=[N:14]3)[CH2:4][CH2:3]1.[H-].[Na+].[CH3:33][N:34]([CH3:38])[C:35](Cl)=[O:36]. Product: [CH3:33][N:34]([CH3:38])[C:35](=[O:36])[O:28][C:24]1[CH:25]=[CH:26][CH:27]=[C:22]([N:20]2[CH2:21][C:16]3[C:17](=[CH:18][C:9]([CH2:8][N:5]4[CH2:6][CH2:7][C:2]([F:1])([F:30])[CH2:3][CH2:4]4)=[C:10]4[C:15]=3[N:14]=[CH:13][CH:12]=[CH:11]4)[C:19]2=[O:29])[CH:23]=1. The catalyst class is: 148. (5) Reactant: [CH3:1][C@H:2]1[CH2:7][CH2:6][C@H:5]([C:8]([N:10]([C@H:26]([C:29]([N:31]2[CH2:36][CH2:35][O:34][CH2:33][CH2:32]2)=[O:30])[CH2:27][CH3:28])[C:11]2[CH:15]=[C:14]([C:16]3[CH:21]=[CH:20][CH:19]=[CH:18][CH:17]=3)[S:13][C:12]=2[C:22]([O:24]C)=[O:23])=[O:9])[CH2:4][CH2:3]1.C1COCC1.O[Li].O.Cl. Product: [CH3:1][C@H:2]1[CH2:7][CH2:6][C@H:5]([C:8]([N:10]([C@H:26]([C:29]([N:31]2[CH2:32][CH2:33][O:34][CH2:35][CH2:36]2)=[O:30])[CH2:27][CH3:28])[C:11]2[CH:15]=[C:14]([C:16]3[CH:21]=[CH:20][CH:19]=[CH:18][CH:17]=3)[S:13][C:12]=2[C:22]([OH:24])=[O:23])=[O:9])[CH2:4][CH2:3]1. The catalyst class is: 6. (6) Reactant: C1C=CC(P(C2C(C3C(P(C4C=CC=CC=4)C4C=CC=CC=4)=CC=C4C=3C=CC=C4)=C3C(C=CC=C3)=CC=2)C2C=CC=CC=2)=CC=1.Br[C:48]1[CH:49]=[C:50]([CH3:54])[CH:51]=[CH:52][CH:53]=1.C(=O)([O-])[O-].[Cs+].[Cs+].[F:61][C:62]([F:81])([F:80])[C:63]1[CH:68]=[CH:67][C:66]([NH:69][C:70]2[C:71]3[CH2:79][CH2:78][NH:77][CH2:76][C:72]=3[N:73]=[CH:74][N:75]=2)=[CH:65][CH:64]=1. Product: [C:50]1([CH3:54])[CH:51]=[CH:52][CH:53]=[C:48]([N:77]2[CH2:78][CH2:79][C:71]3[C:70]([NH:69][C:66]4[CH:65]=[CH:64][C:63]([C:62]([F:81])([F:61])[F:80])=[CH:68][CH:67]=4)=[N:75][CH:74]=[N:73][C:72]=3[CH2:76]2)[CH:49]=1. The catalyst class is: 584. (7) Reactant: Br[CH2:2][C:3]([C:5]1[C:10]([CH3:11])=[CH:9][C:8]([S:12][C:13]2[CH:18]=[CH:17][C:16]([O:19][CH3:20])=[CH:15][CH:14]=2)=[CH:7][C:6]=1[Cl:21])=O.[NH2:22][C:23]([NH2:25])=[S:24]. Product: [Cl:21][C:6]1[CH:7]=[C:8]([S:12][C:13]2[CH:18]=[CH:17][C:16]([O:19][CH3:20])=[CH:15][CH:14]=2)[CH:9]=[C:10]([CH3:11])[C:5]=1[C:3]1[N:22]=[C:23]([NH2:25])[S:24][CH:2]=1. The catalyst class is: 14. (8) Reactant: [N:1]1([CH2:6][CH2:7][N:8]2[C:16]3[C:11](=[CH:12][C:13]([NH2:17])=[CH:14][CH:15]=3)[CH:10]=[CH:9]2)[CH2:5][CH2:4][CH2:3][CH2:2]1.C[Al](C)C.[Cl:22][C:23]1[CH:28]=[CH:27][C:26]([C:29]2[S:30][C:31]3[C:37](=[O:38])[O:36][CH2:35][CH2:34][C:32]=3[N:33]=2)=[CH:25][CH:24]=1. Product: [N:1]1([CH2:6][CH2:7][N:8]2[C:16]3[C:11](=[CH:12][C:13]([NH:17][C:37]([C:31]4[S:30][C:29]([C:26]5[CH:27]=[CH:28][C:23]([Cl:22])=[CH:24][CH:25]=5)=[N:33][C:32]=4[CH2:34][CH2:35][OH:36])=[O:38])=[CH:14][CH:15]=3)[CH:10]=[CH:9]2)[CH2:5][CH2:4][CH2:3][CH2:2]1. The catalyst class is: 2. (9) Reactant: [CH2:1]([N:8]1[C:16]2[C:11](=[CH:12][CH:13]=[C:14]([NH:17][C:18]3[CH:27]=[CH:26][C:25]([Cl:28])=[CH:24][C:19]=3[C:20]([O:22]C)=[O:21])[CH:15]=2)[CH:10]=[CH:9]1)[C:2]1[CH:7]=[CH:6][CH:5]=[CH:4][CH:3]=1.[OH-].[Na+].O.Cl. Product: [CH2:1]([N:8]1[C:16]2[C:11](=[CH:12][CH:13]=[C:14]([NH:17][C:18]3[CH:27]=[CH:26][C:25]([Cl:28])=[CH:24][C:19]=3[C:20]([OH:22])=[O:21])[CH:15]=2)[CH:10]=[CH:9]1)[C:2]1[CH:3]=[CH:4][CH:5]=[CH:6][CH:7]=1. The catalyst class is: 199.